This data is from Full USPTO retrosynthesis dataset with 1.9M reactions from patents (1976-2016). The task is: Predict the reactants needed to synthesize the given product. (1) The reactants are: [N:1]1([CH:6]([C:9]2[CH:14]=[CH:13][C:12]([C:15]3[CH:20]=[CH:19][CH:18]=[C:17]([O:21]C)[CH:16]=3)=[CH:11][N:10]=2)[CH2:7][CH3:8])[CH:5]=[CH:4][N:3]=[CH:2]1.B(Br)(Br)Br.C(OCC)(=O)C.C(=O)(O)[O-].[Na+]. Given the product [N:1]1([CH:6]([C:9]2[N:10]=[CH:11][C:12]([C:15]3[CH:16]=[C:17]([OH:21])[CH:18]=[CH:19][CH:20]=3)=[CH:13][CH:14]=2)[CH2:7][CH3:8])[CH:5]=[CH:4][N:3]=[CH:2]1, predict the reactants needed to synthesize it. (2) Given the product [Br:11][C:12]1[CH:13]=[C:14]([CH:17]=[CH:18][CH:19]=1)[CH2:15][N:10]([CH2:15][C:14]1[CH:17]=[CH:18][CH:19]=[C:12]([Br:11])[CH:13]=1)[C:8]1[CH:7]=[CH:6][C:5]2[NH:1][CH:2]=[N:3][C:4]=2[CH:9]=1, predict the reactants needed to synthesize it. The reactants are: [N:1]1[C:5]2[CH:6]=[CH:7][C:8]([NH2:10])=[CH:9][C:4]=2[NH:3][CH:2]=1.[Br:11][C:12]1[CH:13]=[C:14]([CH:17]=[CH:18][CH:19]=1)[CH2:15]Br.C([O-])([O-])=O.[K+].[K+]. (3) Given the product [C:1]1([C:17]2[CH:18]=[CH:19][CH:20]=[CH:21][CH:22]=2)[CH:2]=[CH:3][C:4]([NH:7][C:8](=[O:16])[CH2:9][CH:10]2[CH2:15][CH2:14][N:13]([C:26](=[O:27])[CH2:25][C:24]([F:30])([F:29])[F:23])[CH2:12][CH2:11]2)=[CH:5][CH:6]=1, predict the reactants needed to synthesize it. The reactants are: [C:1]1([C:17]2[CH:22]=[CH:21][CH:20]=[CH:19][CH:18]=2)[CH:6]=[CH:5][C:4]([NH:7][C:8](=[O:16])[CH2:9][CH:10]2[CH2:15][CH2:14][NH:13][CH2:12][CH2:11]2)=[CH:3][CH:2]=1.[F:23][C:24]([F:30])([F:29])[CH2:25][C:26](Cl)=[O:27]. (4) The reactants are: [CH3:1][O:2][C:3](=[O:19])[C:4]1[CH:9]=[CH:8][C:7]([CH2:10]O)=[CH:6][C:5]=1[O:12][C:13]1[CH:18]=[CH:17][CH:16]=[CH:15][CH:14]=1.[Li+].[Br-].P(Br)(Br)[Br:23].O. Given the product [CH3:1][O:2][C:3](=[O:19])[C:4]1[CH:9]=[CH:8][C:7]([CH2:10][Br:23])=[CH:6][C:5]=1[O:12][C:13]1[CH:18]=[CH:17][CH:16]=[CH:15][CH:14]=1, predict the reactants needed to synthesize it. (5) The reactants are: [H-].[Na+].[CH3:3][NH:4][C:5](=[O:9])[CH2:6][C:7]#[N:8].[H][H].NCC[C:15]1[N:23]=[C:22]([Cl:24])[CH:21]=[CH:20][C:16]=1[C:17](F)=[O:18].[C:25](O)(=O)[CH3:26].C[N:30](C)C=O. Given the product [Cl:24][C:22]1[N:23]=[C:15]([NH:30][CH2:25][CH3:26])[C:16]([C:17]([OH:18])=[C:6]([C:7]#[N:8])[C:5]([NH:4][CH3:3])=[O:9])=[CH:20][CH:21]=1, predict the reactants needed to synthesize it. (6) Given the product [C:2]1([NH:1][N:8]=[C:20]([C:21](=[O:23])[CH3:22])[C:17](=[O:19])[CH3:18])[CH:7]=[CH:6][CH:5]=[CH:4][CH:3]=1, predict the reactants needed to synthesize it. The reactants are: [NH2:1][C:2]1[CH:7]=[CH:6][CH:5]=[CH:4][CH:3]=1.[N:8]([O-])=O.[Na+].C([O-])(=O)C.[Na+].[C:17]([CH2:20][C:21](=[O:23])[CH3:22])(=[O:19])[CH3:18]. (7) Given the product [F:44][C:38]1[CH:37]=[C:36]([C@H:33]([NH:32][C:3]([C:2]2[CH:5]=[C:23]3[C:17](=[CH:18][CH:19]=2)[CH:30]=[N:28][C:29]([NH:6][CH:7]2[CH2:12][CH2:11][O:10][CH2:9][CH2:8]2)=[CH:25]3)=[O:4])[CH2:34][OH:35])[CH:41]=[CH:40][C:39]=1[O:42][CH3:43], predict the reactants needed to synthesize it. The reactants are: N[C@@H:2]([CH3:5])[CH2:3][OH:4].[NH2:6][CH:7]1[CH2:12][CH2:11][O:10][CH2:9][CH2:8]1.Cl.FC1C=[C:17]([C@@H:23]([C:25]2C=N[N:28]([CH3:30])[CH:29]=2)N)[CH:18]=[CH:19]C=1OC.Cl.[NH2:32][C@@H:33]([C:36]1[CH:41]=[CH:40][C:39]([O:42][CH3:43])=[C:38]([F:44])[CH:37]=1)[CH2:34][OH:35]. (8) Given the product [Cl:1][C:2]1[CH:9]=[C:8]([S:13]([CH3:12])(=[O:15])=[O:14])[CH:7]=[CH:6][C:3]=1[CH:4]=[O:5], predict the reactants needed to synthesize it. The reactants are: [Cl:1][C:2]1[CH:9]=[C:8](F)[CH:7]=[CH:6][C:3]=1[CH:4]=[O:5].[Na+].[CH3:12][S:13]([O-:15])=[O:14]. (9) Given the product [F:21][C:22]1[C:23]([F:36])=[CH:24][C:25]2[O:29][C:28]([C@@H:30]3[CH2:34][CH2:33][CH2:32][N:31]3[C:14]([C@H:13]([CH2:17][CH2:18][CH2:19][CH3:20])[CH2:12][N:9]([OH:8])[CH:10]=[O:11])=[O:15])=[N:27][C:26]=2[CH:35]=1, predict the reactants needed to synthesize it. The reactants are: C([O:8][N:9]([CH2:12][C@@H:13]([CH2:17][CH2:18][CH2:19][CH3:20])[C:14](O)=[O:15])[CH:10]=[O:11])C1C=CC=CC=1.[F:21][C:22]1[C:23]([F:36])=[CH:24][C:25]2[O:29][C:28]([C@@H:30]3[CH2:34][CH2:33][CH2:32][NH:31]3)=[N:27][C:26]=2[CH:35]=1.